From a dataset of Reaction yield outcomes from USPTO patents with 853,638 reactions. Predict the reaction yield, written as a fraction of the theoretical maximum amount of product (1.0 means a 100% yield; for example, 0.34 means a 34% yield). (1) The reactants are [C:1]([O:5][C:6]([N:8]1[CH2:13][CH2:12][N:11]([C:14]2[CH:19]=[CH:18][CH:17]=[C:16](F)[C:15]=2[C:21]#[N:22])[CH2:10][CH2:9]1)=[O:7])([CH3:4])([CH3:3])[CH3:2].C(=O)(O)O.[NH2:27][C:28]([NH2:30])=[NH:29].O. The catalyst is CC(N(C)C)=O. The product is [C:1]([O:5][C:6]([N:8]1[CH2:13][CH2:12][N:11]([C:14]2[CH:19]=[CH:18][CH:17]=[C:16]3[C:15]=2[C:21]([NH2:22])=[N:27][C:28]([NH2:30])=[N:29]3)[CH2:10][CH2:9]1)=[O:7])([CH3:4])([CH3:3])[CH3:2]. The yield is 0.400. (2) The reactants are [F:1][C:2]1([F:32])[CH2:7][CH2:6][N:5]([C:8]([C:10]2[NH:11][C:12]3[C:17]([CH:18]=2)=[CH:16][C:15]([C:19]([N:21]2[CH2:25][CH2:24][CH2:23][C@H:22]2CN2CCCC2)=[O:20])=[CH:14][CH:13]=3)=[O:9])[CH2:4][CH2:3]1.[H-].[Na+].CS(O[CH2:40][C:41]([F:44])([F:43])[F:42])(=O)=O.[CH3:45][N:46](C)[CH:47]=O. No catalyst specified. The yield is 0.850. The product is [F:1][C:2]1([F:32])[CH2:3][CH2:4][N:5]([C:8]([C:10]2[N:11]([CH2:40][C:41]([F:44])([F:43])[F:42])[C:12]3[C:17]([CH:18]=2)=[CH:16][C:15]([C:19]([N:21]2[CH2:25][CH2:24][C@H:23]([N:46]([CH3:47])[CH3:45])[CH2:22]2)=[O:20])=[CH:14][CH:13]=3)=[O:9])[CH2:6][CH2:7]1. (3) The reactants are [CH2:1]([O:3][C:4]1[CH:12]=[CH:11][C:7]([C:8]([OH:10])=O)=[CH:6][C:5]=1[N+:13]([O-:15])=[O:14])[CH3:2].C1C=CC2N(O)N=NC=2C=1.CCN=C=NCCCN(C)C.O[N:38]=[C:39]([C:41]1[C:42]2[CH2:43][CH2:44][CH:45]([OH:50])[C:46]=2[CH:47]=[CH:48][CH:49]=1)[NH2:40].[Na+].[Cl-]. The catalyst is CN(C=O)C. The product is [CH2:1]([O:3][C:4]1[CH:12]=[CH:11][C:7]([C:8]2[O:10][N:40]=[C:39]([C:41]3[CH:49]=[CH:48][CH:47]=[C:46]4[C:42]=3[CH2:43][CH2:44][CH:45]4[OH:50])[N:38]=2)=[CH:6][C:5]=1[N+:13]([O-:15])=[O:14])[CH3:2]. The yield is 0.400. (4) The reactants are [CH2:1]([O:3][C:4](=[O:27])[CH2:5][N:6]([CH2:21][C:22]([O:24][CH2:25][CH3:26])=[O:23])[C:7]1[CH:12]=[C:11]([C:13]([NH:15][CH2:16][C:17](=[O:19])[CH3:18])=O)[CH:10]=[CH:9][C:8]=1[CH3:20])[CH3:2].P(Cl)(Cl)(Cl)=O. No catalyst specified. The product is [CH2:1]([O:3][C:4](=[O:27])[CH2:5][N:6]([CH2:21][C:22]([O:24][CH2:25][CH3:26])=[O:23])[C:7]1[CH:12]=[C:11]([C:13]2[O:19][C:17]([CH3:18])=[CH:16][N:15]=2)[CH:10]=[CH:9][C:8]=1[CH3:20])[CH3:2]. The yield is 0.570. (5) The reactants are [C:1]([O:5][C:6](=[O:44])[CH2:7][CH2:8][CH2:9][CH2:10][N:11]1[C:17]2[CH:18]=[CH:19][C:20]([C:22]([O:24]C)=[O:23])=[CH:21][C:16]=2[C:15](=[O:26])[N:14]([C@@H:27]([C:29]2[CH:34]=[CH:33][C:32]([Cl:35])=[CH:31][CH:30]=2)[CH3:28])[C@@H:13]([C:36]2[CH:41]=[CH:40][C:39]([Cl:42])=[CH:38][CH:37]=2)[C:12]1=[O:43])([CH3:4])([CH3:3])[CH3:2].[OH-].[Na+]. The catalyst is C1COCC1.CO.O. The product is [C:1]([O:5][C:6]([CH2:7][CH2:8][CH2:9][CH2:10][N:11]1[C:17]2[CH:18]=[CH:19][C:20]([C:22]([OH:24])=[O:23])=[CH:21][C:16]=2[C:15](=[O:26])[N:14]([C@@H:27]([C:29]2[CH:30]=[CH:31][C:32]([Cl:35])=[CH:33][CH:34]=2)[CH3:28])[C@@H:13]([C:36]2[CH:37]=[CH:38][C:39]([Cl:42])=[CH:40][CH:41]=2)[C:12]1=[O:43])=[O:44])([CH3:2])([CH3:3])[CH3:4]. The yield is 0.770.